From a dataset of Forward reaction prediction with 1.9M reactions from USPTO patents (1976-2016). Predict the product of the given reaction. (1) The product is: [CH2:20]([C:15]1[N:16]=[C:17]([NH2:19])[C:18]2[NH:10][C:11]([CH3:36])=[C:12]([CH2:24][CH2:25][CH2:26][CH2:27][CH2:28][N:29]3[CH2:30][CH2:31][CH:32]([F:35])[CH2:33][CH2:34]3)[C:13]=2[N:14]=1)[CH2:21][CH2:22][CH3:23]. Given the reactants C(OC[N:10]1[C:18]2[C:17]([NH2:19])=[N:16][C:15]([CH2:20][CH2:21][CH2:22][CH3:23])=[N:14][C:13]=2[C:12]([C:24]#[C:25][CH2:26][CH2:27][CH2:28][N:29]2[CH2:34][CH2:33][CH:32]([F:35])[CH2:31][CH2:30]2)=[C:11]1[CH3:36])C1C=CC=CC=1, predict the reaction product. (2) Given the reactants [Cl:1][C:2]1[CH:11]=[C:10]([Cl:12])[CH:9]=[C:8]2[C:3]=1[C:4](=[O:26])[C:5]([C:15]1[CH:20]=[CH:19][C:18]([O:21]C)=[C:17]([N+:23]([O-:25])=[O:24])[CH:16]=1)([CH3:14])[C:6](=[O:13])[NH:7]2.B(Br)(Br)Br.ClCCl, predict the reaction product. The product is: [Cl:1][C:2]1[CH:11]=[C:10]([Cl:12])[CH:9]=[C:8]2[C:3]=1[C:4](=[O:26])[C:5]([C:15]1[CH:20]=[CH:19][C:18]([OH:21])=[C:17]([N+:23]([O-:25])=[O:24])[CH:16]=1)([CH3:14])[C:6](=[O:13])[NH:7]2. (3) Given the reactants Cl[C:2]([O:4][CH2:5][CH3:6])=[O:3].[CH3:7][C:8]1[O:9][C:10]([CH3:14])=[CH:11][C:12]=1[SH:13].[Cl-].C([NH+](CC)CC)C.Cl, predict the reaction product. The product is: [C:2](=[O:3])([S:13][C:12]1[CH:11]=[C:10]([CH3:14])[O:9][C:8]=1[CH3:7])[O:4][CH2:5][CH3:6]. (4) Given the reactants [NH2:1][C:2]1[CH:10]=[CH:9][CH:8]=[C:7]([O:11][CH3:12])[C:3]=1[C:4]([OH:6])=O.[CH3:13][NH2:14].[CH3:15][O:16][C:17]1[CH:24]=[CH:23][C:20]([CH:21]=O)=[CH:19][CH:18]=1.OC1[CH2:31][CH2:30][N:29](C(OC(C)(C)C)=O)[CH2:28][CH2:27]1.C(O[C:42]1(O[Si](C)(C)C)[CH2:44][CH2:43]1)C, predict the reaction product. The product is: [CH3:12][O:11][C:7]1[CH:8]=[CH:9][CH:10]=[C:2]2[C:3]=1[C:4](=[O:6])[N:14]([CH3:13])[C:21]([C:20]1[CH:23]=[CH:24][C:17]([O:16][CH:15]3[CH2:31][CH2:30][N:29]([CH:42]4[CH2:43][CH2:44]4)[CH2:28][CH2:27]3)=[CH:18][CH:19]=1)=[N:1]2.